Dataset: Full USPTO retrosynthesis dataset with 1.9M reactions from patents (1976-2016). Task: Predict the reactants needed to synthesize the given product. (1) The reactants are: FC1C=CC(C2CCC3C(=CC=C(OC)C=3)C2)=C(N)C=1.Cl.[F:22][C:23]1[CH:24]=[C:25]([CH:29]=[CH:30][C:31]=1[O:32][CH2:33][CH2:34][N:35]1[CH2:40][CH2:39][CH2:38][CH2:37][CH2:36]1)[C:26](O)=O.[F:41][C:42]1[CH:43]=[CH:44][C:45]([CH:66]2[CH2:75][CH2:74][C:73]3[C:68](=[CH:69][CH:70]=[C:71]([O:76][CH3:77])[CH:72]=3)[CH2:67]2)=[C:46]([NH:48][CH2:49][C:50]2C=CC(OCCN3CCCCC3)=C(F)C=2)[CH:47]=1. Given the product [CH2:49]([N:48]([C:46]1[CH:47]=[C:42]([F:41])[CH:43]=[CH:44][C:45]=1[CH:66]1[CH2:75][CH2:74][C:73]2[C:68](=[CH:69][CH:70]=[C:71]([O:76][CH3:77])[CH:72]=2)[CH2:67]1)[CH2:26][C:25]1[CH:29]=[CH:30][C:31]([O:32][CH2:33][CH2:34][N:35]2[CH2:40][CH2:39][CH2:38][CH2:37][CH2:36]2)=[C:23]([F:22])[CH:24]=1)[CH3:50], predict the reactants needed to synthesize it. (2) Given the product [CH2:21]([O:20][C:18](=[O:19])[NH:17][C:4]1[N:5]=[C:6]2[NH:11][C:12](=[O:13])[NH:8][C:7]2=[C:2]([Cl:1])[CH:3]=1)[CH3:22], predict the reactants needed to synthesize it. The reactants are: [Cl:1][C:2]1[C:7]([N+:8]([O-])=O)=[C:6]([NH:11][C:12](OCC)=[O:13])[N:5]=[C:4]([NH:17][C:18]([O:20][CH2:21][CH3:22])=[O:19])[CH:3]=1. (3) Given the product [O:1]1[C:8]2[CH:7]=[C:6]([C:9]([O:11][CH2:14][CH2:15][OH:16])=[O:10])[NH:5][C:4]=2[CH:3]=[CH:2]1, predict the reactants needed to synthesize it. The reactants are: [O:1]1[C:8]2[CH:7]=[C:6]([C:9]([O-:11])=[O:10])[NH:5][C:4]=2[CH:3]=[CH:2]1.[Na+].Cl[CH2:14][CH2:15][OH:16]. (4) Given the product [CH2:1]([O:3][C:4]([N:6]1[CH2:11][CH2:10][C:9]([NH:15][C:24]([O:26][C:27]([CH3:30])([CH3:29])[CH3:28])=[O:25])([CH2:12][C:13]#[N:14])[CH2:8][CH2:7]1)=[O:5])[CH3:2], predict the reactants needed to synthesize it. The reactants are: [CH2:1]([O:3][C:4]([N:6]1[CH2:11][CH2:10][C:9]([NH2:15])([CH2:12][C:13]#[N:14])[CH2:8][CH2:7]1)=[O:5])[CH3:2].O.C(N(CC)CC)C.[C:24](O[C:24]([O:26][C:27]([CH3:30])([CH3:29])[CH3:28])=[O:25])([O:26][C:27]([CH3:30])([CH3:29])[CH3:28])=[O:25].